This data is from Orexin1 receptor HTS with 218,158 compounds and 233 confirmed actives. The task is: Binary Classification. Given a drug SMILES string, predict its activity (active/inactive) in a high-throughput screening assay against a specified biological target. (1) The molecule is O(c1ccc(c2[nH]nc(c2)c2ccc(OC)cc2)cc1)C. The result is 0 (inactive). (2) The compound is O=C(Nc1c(cccc1C)C)C1(N(Cc2occc2)C(=O)CC2NC(=O)NC2=O)CCCC1. The result is 0 (inactive). (3) The molecule is O=C(Nc1c(C(C)C)cccc1C)c1cccnc1. The result is 0 (inactive). (4) The molecule is O(c1c(Nc2nc(/[nH]c3c2cccc3)=C2/C(=O)C=CC=C2)cccc1)C. The result is 0 (inactive). (5) The compound is O=C1CC(CC2=C1C(Nc1c2c2c(cc1)cccc2)c1oc(cc1)C)(C)C. The result is 0 (inactive).